Task: Predict the reaction yield, written as a fraction of the theoretical maximum amount of product (1.0 means a 100% yield; for example, 0.34 means a 34% yield).. Dataset: Reaction yield outcomes from USPTO patents with 853,638 reactions (1) The reactants are Cl[C:2]1[N:7]=[CH:6][N:5]=[C:4]([NH:8][C:9]2[CH:33]=[CH:32][C:12]([C:13]([NH:15][C:16]3[S:20][N:19]=[C:18]([C:21]4[CH:26]=[CH:25][C:24](F)=[C:23]([C:28]([F:31])([F:30])[F:29])[CH:22]=4)[N:17]=3)=[O:14])=[CH:11][CH:10]=2)[CH:3]=1.[CH3:34][CH:35]([CH3:37])[O-:36].[Na+]. The catalyst is C(O)C.O. The product is [CH:35]([O:36][C:2]1[N:7]=[CH:6][N:5]=[C:4]([NH:8][C:9]2[CH:33]=[CH:32][C:12]([C:13]([NH:15][C:16]3[S:20][N:19]=[C:18]([C:21]4[CH:26]=[CH:25][C:24]([O:36][CH:35]([CH3:37])[CH3:34])=[C:23]([C:28]([F:30])([F:29])[F:31])[CH:22]=4)[N:17]=3)=[O:14])=[CH:11][CH:10]=2)[CH:3]=1)([CH3:37])[CH3:34]. The yield is 0.260. (2) The reactants are [CH3:1][O:2][C:3]1[CH:8]=[CH:7][C:6]([C:9]2([C:16]3[CH:21]=[CH:20][C:19]([O:22][CH3:23])=[C:18]([CH3:24])[CH:17]=3)C[CH:10]2[CH2:12][CH2:13][CH2:14][CH3:15])=[CH:5][C:4]=1[CH3:25].B(Br)(Br)Br. The catalyst is ClCCl. The product is [CH3:23][O:22][C:19]1[CH:20]=[CH:21][C:16]([C:9]([C:6]2[CH:7]=[CH:8][C:3]([O:2][CH3:1])=[C:4]([CH3:25])[CH:5]=2)=[CH:10][CH2:12][CH2:13][CH2:14][CH3:15])=[CH:17][C:18]=1[CH3:24]. The yield is 0.280. (3) The reactants are [CH2:1]([C@@H:8]1[N:14]([C:15]([N:17]2[CH2:22][CH2:21][O:20][CH2:19][CH2:18]2)=[O:16])[CH2:13][C:12]2[CH:23]=[CH:24][C:25]([C:27](OC)=[O:28])=[CH:26][C:11]=2O[CH2:9]1)[C:2]1[CH:7]=[CH:6][CH:5]=[CH:4][CH:3]=1.[NH2:31][OH:32].[OH-:33].[Na+]. The catalyst is C1COCC1.CO. The product is [CH2:1]([C@@H:8]1[N:14]([C:15]([N:17]2[CH2:18][CH2:19][O:20][CH2:21][CH2:22]2)=[O:16])[CH2:13][C:12]2[CH:23]=[CH:24][C:25]([C:27]([NH:31][OH:32])=[O:28])=[CH:26][C:11]=2[O:33][CH2:9]1)[C:2]1[CH:7]=[CH:6][CH:5]=[CH:4][CH:3]=1. The yield is 0.110. (4) The reactants are [C:1]([C:3]1[CH:4]=[C:5]([CH2:9][C:10]2[N:11]=[C:12]3[S:19][C:18]([CH3:20])=[C:17]([C:21]([NH:23]C)=O)[N:13]3[C:14](=[O:16])[CH:15]=2)[CH:6]=[CH:7][CH:8]=1)#[N:2].[Cu](C#N)C#N. The catalyst is CN(C)C=O. The product is [C:1]([C:3]1[CH:4]=[C:5]([CH2:9][C:10]2[N:11]=[C:12]3[S:19][C:18]([CH3:20])=[C:17]([C:21]#[N:23])[N:13]3[C:14](=[O:16])[CH:15]=2)[CH:6]=[CH:7][CH:8]=1)#[N:2]. The yield is 0.100. (5) The reactants are [CH2:1]([N:8]1[CH2:13][CH:12]2[C@:10]([C:14](Cl)=[O:15])([CH2:11]2)[C@H:9]1[C:17]1[CH:22]=[CH:21][CH:20]=[CH:19][CH:18]=1)[C:2]1[CH:7]=[CH:6][CH:5]=[CH:4][CH:3]=1.C(N(CC)CC)C.[F:30][C:31]([F:47])([F:46])[C:32]1[CH:33]=[C:34]([C@@H:42]([NH:44][CH3:45])[CH3:43])[CH:35]=[C:36]([C:38]([F:41])([F:40])[F:39])[CH:37]=1. The catalyst is C(=O)(O)[O-].[Na+]. The product is [F:30][C:31]([F:46])([F:47])[C:32]1[CH:33]=[C:34]([C@@H:42]([N:44]([CH3:45])[C:14]([C@:10]23[CH2:11][CH:12]2[CH2:13][N:8]([CH2:1][C:2]2[CH:7]=[CH:6][CH:5]=[CH:4][CH:3]=2)[C@@H:9]3[C:17]2[CH:22]=[CH:21][CH:20]=[CH:19][CH:18]=2)=[O:15])[CH3:43])[CH:35]=[C:36]([C:38]([F:39])([F:40])[F:41])[CH:37]=1. The yield is 0.180. (6) The catalyst is O1CCCC1.CCCCCC. The yield is 0.380. The reactants are Br[C:2]1[CH:3]=[C:4]([CH:9]=[CH:10][CH:11]=1)[C:5]([NH:7][CH3:8])=[O:6].C([Li])CCC.[F:17][C:18]1[CH:25]=[CH:24][C:21]([CH:22]=[O:23])=[CH:20][CH:19]=1. The product is [OH:23][CH:22]([C:2]1[CH:3]=[C:4]([CH:9]=[CH:10][CH:11]=1)[C:5]([NH:7][CH3:8])=[O:6])[C:21]1[CH:24]=[CH:25][C:18]([F:17])=[CH:19][CH:20]=1. (7) The reactants are C(=O)([O:7][C:8]1[N:12]([C:13]2[CH:18]=[CH:17][CH:16]=[CH:15][N:14]=2)[N:11]=[C:10]([C:19]2[CH:24]=[CH:23][CH:22]=[C:21]([C:25]3[C:34]4[C:29](=[CH:30][CH:31]=[CH:32][CH:33]=4)[CH:28]=[CH:27][CH:26]=3)[CH:20]=2)[CH:9]=1)OC(C)(C)C.C(=O)(OC(C)(C)C)OC1N(C2C=CC=CN=2)N=C(C2C=CC(C3C=CC=CC=3)=CC=2)C=1. No catalyst specified. The product is [C:25]1([C:21]2[CH:20]=[C:19]([C:10]3[CH:9]=[C:8]([OH:7])[N:12]([C:13]4[CH:18]=[CH:17][CH:16]=[CH:15][N:14]=4)[N:11]=3)[CH:24]=[CH:23][CH:22]=2)[C:34]2[C:29](=[CH:30][CH:31]=[CH:32][CH:33]=2)[CH:28]=[CH:27][CH:26]=1. The yield is 0.970. (8) The product is [Cl:1][C:2]1[CH:8]=[C:7]([CH:9]2[CH2:10][CH2:11][C:12]3([O:13][CH2:14][CH2:15][O:16]3)[CH2:17][CH2:18]2)[CH:6]=[CH:5][C:3]=1[NH2:4]. The reactants are [Cl:1][C:2]1[CH:8]=[C:7]([C:9]2[CH2:18][CH2:17][C:12]3([O:16][CH2:15][CH2:14][O:13]3)[CH2:11][CH:10]=2)[CH:6]=[CH:5][C:3]=1[NH2:4]. The yield is 0.630. The catalyst is C(OCC)(=O)C.[Pt]=O. (9) The reactants are Cl[C:2]1[C:11]2[C:6](=[CH:7][C:8]([O:16][CH2:17][CH2:18][Cl:19])=[CH:9][C:10]=2[O:12][CH:13]([CH3:15])[CH3:14])[N:5]=[CH:4][N:3]=1.[NH2:20][C:21]1[C:26]([Cl:27])=[CH:25][N:24]=[C:23]2[O:28][CH2:29][O:30][C:22]=12. No catalyst specified. The product is [Cl:19][CH2:18][CH2:17][O:16][C:8]1[CH:7]=[C:6]2[C:11]([C:2]([NH:20][C:21]3[C:26]([Cl:27])=[CH:25][N:24]=[C:23]4[O:28][CH2:29][O:30][C:22]=34)=[N:3][CH:4]=[N:5]2)=[C:10]([O:12][CH:13]([CH3:15])[CH3:14])[CH:9]=1. The yield is 0.860. (10) The reactants are [C:1]([C:5]1[CH:6]=[CH:7][C:8]([O:15][C:16]2[C:25]3[C:20](=[CH:21][C:22]([O:28][CH3:29])=[C:23]([O:26][CH3:27])[CH:24]=3)[N:19]=[CH:18][CH:17]=2)=[C:9]([CH:11]([OH:14])[CH2:12][CH3:13])[CH:10]=1)([CH3:4])([CH3:3])[CH3:2].O. The catalyst is CS(C)=O. The product is [C:1]([C:5]1[CH:6]=[CH:7][C:8]([O:15][C:16]2[C:25]3[C:20](=[CH:21][C:22]([O:28][CH3:29])=[C:23]([O:26][CH3:27])[CH:24]=3)[N:19]=[CH:18][CH:17]=2)=[C:9]([C:11](=[O:14])[CH2:12][CH3:13])[CH:10]=1)([CH3:2])([CH3:3])[CH3:4]. The yield is 0.190.